Dataset: Forward reaction prediction with 1.9M reactions from USPTO patents (1976-2016). Task: Predict the product of the given reaction. (1) Given the reactants [CH2:1]([N:8]1[C:16](=[O:17])[C:15]2[C:10](=[CH:11][CH:12]=[CH:13][CH:14]=2)[CH:9]1[CH2:18][CH2:19][C:20](NC1SC=CN=1)=[O:21])[C:2]1[CH:7]=[CH:6][CH:5]=[CH:4][CH:3]=1.C(Cl)(=O)C(Cl)=O.[NH2:34][C:35]1[CH:43]=[CH:42][C:38]([C:39]([OH:41])=[O:40])=[CH:37][N:36]=1.C(N(C(C)C)CC)(C)C, predict the reaction product. The product is: [CH2:1]([N:8]1[C:16](=[O:17])[C:15]2[C:10](=[CH:11][CH:12]=[CH:13][CH:14]=2)[CH:9]1[CH2:18][CH2:19][C:20]([NH:34][C:35]1[CH:43]=[CH:42][C:38]([C:39]([OH:41])=[O:40])=[CH:37][N:36]=1)=[O:21])[C:2]1[CH:3]=[CH:4][CH:5]=[CH:6][CH:7]=1. (2) Given the reactants [Cl:1][C:2]1[CH:3]=[C:4]([CH2:8][C:9]([NH:11][C@H:12]([C:14]([OH:16])=[O:15])[CH3:13])=[O:10])[CH:5]=[CH:6][CH:7]=1.[CH3:17][CH:18]1[CH2:22][CH2:21][CH2:20][CH:19]1O, predict the reaction product. The product is: [CH3:17][CH:18]1[CH2:22][CH2:21][CH2:20][CH:19]1[O:15][C:14](=[O:16])[C@H:12]([CH3:13])[NH:11][C:9](=[O:10])[CH2:8][C:4]1[CH:5]=[CH:6][CH:7]=[C:2]([Cl:1])[CH:3]=1. (3) Given the reactants C([C:5]1[NH:9][N:8]=[C:7]([NH2:10])[CH:6]=1)(C)(C)C.C([O-])([O-])=O.[K+].[K+].Cl[CH2:18][C:19]([N:21]1[CH2:26][CH2:25][N:24]([C:27]2[CH:32]=[CH:31][C:30]([F:33])=[CH:29][CH:28]=2)[CH2:23][CH2:22]1)=[O:20].CN(C=O)C.[CH3:42][CH2:43][CH2:44][CH2:42][CH2:43][CH3:44].[C:45](OCC)(=O)[CH3:45], predict the reaction product. The product is: [NH2:10][C:7]1[C:6]([C:43]([CH3:42])([CH3:44])[CH3:45])=[CH:5][N:9]([CH2:18][C:19]([N:21]2[CH2:26][CH2:25][N:24]([C:27]3[CH:32]=[CH:31][C:30]([F:33])=[CH:29][CH:28]=3)[CH2:23][CH2:22]2)=[O:20])[N:8]=1. (4) Given the reactants [CH3:1][N:2]([CH3:18])[C:3]1([CH2:10][CH2:11][C:12]2[CH:17]=[CH:16][CH:15]=[CH:14][CH:13]=2)[CH2:8][CH2:7][C:6](=[O:9])[CH2:5][CH2:4]1.[Cl-].[NH4+], predict the reaction product. The product is: [CH3:18][N:2]([CH3:1])[C:3]1([CH2:10][CH2:11][C:12]2[CH:13]=[CH:14][CH:15]=[CH:16][CH:17]=2)[CH2:8][CH2:7][C:6]([CH2:11][CH2:10][C:3]2[CH:8]=[CH:7][CH:6]=[CH:5][CH:4]=2)([OH:9])[CH2:5][CH2:4]1. (5) Given the reactants Cl[S:2]([C:5]1[CH:14]=[CH:13][C:8]([C:9]([O:11][CH3:12])=[O:10])=[CH:7][CH:6]=1)(=[O:4])=[O:3].[CH3:15][O:16][C:17]1[CH:22]=[CH:21][C:20]([CH2:23][NH2:24])=[CH:19][CH:18]=1.C(N(CC)CC)C, predict the reaction product. The product is: [CH3:15][O:16][C:17]1[CH:22]=[CH:21][C:20]([CH2:23][NH:24][S:2]([C:5]2[CH:14]=[CH:13][C:8]([C:9]([O:11][CH3:12])=[O:10])=[CH:7][CH:6]=2)(=[O:4])=[O:3])=[CH:19][CH:18]=1. (6) Given the reactants [NH2:1][C:2]1[CH:3]=[C:4]([CH:21]=[CH:22][C:23]=1[CH2:24][S:25]([CH3:28])(=[O:27])=[O:26])[C:5]([NH:7][C:8]1[CH:13]=[CH:12][C:11]([Cl:14])=[C:10]([C:15]2[CH:20]=[CH:19][CH:18]=[CH:17][N:16]=2)[CH:9]=1)=[O:6].[C:29](Cl)(=[O:36])[C:30]1[CH:35]=[CH:34][CH:33]=[CH:32][CH:31]=1, predict the reaction product. The product is: [C:29]([NH:1][C:2]1[CH:3]=[C:4]([CH:21]=[CH:22][C:23]=1[CH2:24][S:25]([CH3:28])(=[O:27])=[O:26])[C:5]([NH:7][C:8]1[CH:13]=[CH:12][C:11]([Cl:14])=[C:10]([C:15]2[CH:20]=[CH:19][CH:18]=[CH:17][N:16]=2)[CH:9]=1)=[O:6])(=[O:36])[C:30]1[CH:35]=[CH:34][CH:33]=[CH:32][CH:31]=1. (7) Given the reactants [OH:1][N:2]1[C:6](=[O:7])[C:5]2=[CH:8][CH:9]=[CH:10][CH:11]=[C:4]2[C:3]1=[O:12].[CH2:13]1[CH2:23][CH2:22]N2[C:16](=NCCC2)[CH2:15][CH2:14]1.C1(Br)CCCCC1, predict the reaction product. The product is: [CH:13]1([O:1][N:2]2[C:3](=[O:12])[C:4]3[C:5](=[CH:8][CH:9]=[CH:10][CH:11]=3)[C:6]2=[O:7])[CH2:14][CH2:15][CH2:16][CH2:22][CH2:23]1.